Predict which catalyst facilitates the given reaction. From a dataset of Catalyst prediction with 721,799 reactions and 888 catalyst types from USPTO. (1) Reactant: [F:1][C:2]([F:12])([F:11])[C:3]1[CH:10]=[CH:9][C:6]([CH2:7]Br)=[CH:5][CH:4]=1.[CH2:13]([CH2:15][NH2:16])[OH:14]. Product: [F:1][C:2]([F:12])([F:11])[C:3]1[CH:10]=[CH:9][C:6]([CH2:7][NH:16][CH2:15][CH2:13][OH:14])=[CH:5][CH:4]=1. The catalyst class is: 8. (2) Reactant: [Cl:1][C:2]1[C:14]2[C:13]3[C:8](=[CH:9][CH:10]=[CH:11][CH:12]=3)[C:7]([C:20]([F:23])([F:22])[F:21])([O:15]CC(O)=O)[C:6]=2[CH:5]=[C:4]([F:24])[CH:3]=1.C1([C@H](N)C)C2C(=CC=CC=2)C=CC=1. Product: [Cl:1][C:2]1[C:14]2[C:13]3[C:8](=[CH:9][CH:10]=[CH:11][CH:12]=3)[C:7]([C:20]([F:21])([F:22])[F:23])([OH:15])[C:6]=2[CH:5]=[C:4]([F:24])[CH:3]=1. The catalyst class is: 311.